This data is from Retrosynthesis with 50K atom-mapped reactions and 10 reaction types from USPTO. The task is: Predict the reactants needed to synthesize the given product. (1) Given the product CCNc1cccc2c(S(=O)(=O)Nc3ncc(Br)nc3OC)cccc12, predict the reactants needed to synthesize it. The reactants are: COc1nc(Br)cnc1NS(=O)(=O)c1cccc2c(NC(C)=O)cccc12. (2) The reactants are: CC(C)n1nc(C(=O)NCCN2CCC(N)CC2)c2ccccc21.CCCCC(=O)Cl. Given the product CCCCC(=O)NC1CCN(CCNC(=O)c2nn(C(C)C)c3ccccc23)CC1, predict the reactants needed to synthesize it.